Task: Predict the reaction yield, written as a fraction of the theoretical maximum amount of product (1.0 means a 100% yield; for example, 0.34 means a 34% yield).. Dataset: Reaction yield outcomes from USPTO patents with 853,638 reactions (1) The reactants are [O:1]=[C:2]1[O:8][C@H:7]([C@H:9]([CH2:11][OH:12])[OH:10])[C:5]([OH:6])=[C:3]1[OH:4].[CH2:30]([OH:31])[C@H:22]1[O:23][C@@H:24]([O:20][C@H:21]2[C@H:26]([OH:27])[C@@H:25]([OH:28])[C@H:24](O)[O:23][C@@H:22]2[CH2:30][OH:31])[C@H:25]([OH:28])[C@@H:26]([OH:27])[C@@H:21]1[OH:20].[C@@H]1(OC[C@H](O)[C@H]2OC(=O)C(O)=C2O)O[C@H](CO)[C@@H](O)[C@H](O)[C@H]1O.[C@@H]1(OC2C(O[C@H]([C@H](CO)O)C=2O)=O)O[C@H](CO)[C@@H](O)[C@H](O)[C@H]1O. The catalyst is C([O-])(=O)C. The product is [C@@H:24]1([C@:7]2([C@H:9]([CH2:11][OH:12])[OH:10])[O:8][C:2](=[O:1])[C:3]([OH:4])=[C:5]2[OH:6])[O:23][C@H:22]([CH2:30][OH:31])[C@@H:21]([OH:20])[C@H:26]([OH:27])[C@H:25]1[OH:28]. The yield is 0.450. (2) The reactants are [Cl:1][C:2]1[C:3]([F:28])=[C:4]([CH:8]2[C:12]([C:15]3[CH:20]=[CH:19][C:18]([Cl:21])=[CH:17][C:16]=3[F:22])([C:13]#[N:14])[CH:11]([CH2:23][C:24]([CH3:27])([CH3:26])[CH3:25])[CH2:10][NH:9]2)[CH:5]=[CH:6][CH:7]=1.CCN(C(C)C)C(C)C.[N:38]1([C:44]2[N:49]=[CH:48][C:47]([S:50](Cl)(=[O:52])=[O:51])=[CH:46][CH:45]=2)[CH2:43][CH2:42][O:41][CH2:40][CH2:39]1. The catalyst is C(Cl)Cl. The product is [Cl:1][C:2]1[C:3]([F:28])=[C:4]([CH:8]2[C:12]([C:15]3[CH:20]=[CH:19][C:18]([Cl:21])=[CH:17][C:16]=3[F:22])([C:13]#[N:14])[CH:11]([CH2:23][C:24]([CH3:25])([CH3:27])[CH3:26])[CH2:10][N:9]2[S:50]([C:47]2[CH:48]=[N:49][C:44]([N:38]3[CH2:39][CH2:40][O:41][CH2:42][CH2:43]3)=[CH:45][CH:46]=2)(=[O:52])=[O:51])[CH:5]=[CH:6][CH:7]=1. The yield is 0.357. (3) The reactants are [Si]([O:8][C@@H:9]1[C@@:44]2([CH3:45])[C:13](=[CH:14][CH:15]=[C:16]3[C@@H:43]2[CH2:42][CH2:41][C@@:40]2([CH3:46])[C@H:17]3[CH2:18][CH:19]=[C:20]2[C@@H:21]([O:23][CH2:24][C:25]#[C:26][C:27]([CH2:38][CH3:39])([O:30][Si](CC)(CC)CC)[CH2:28][CH3:29])[CH3:22])[CH2:12][C@@H:11]([O:47][Si](C(C)(C)C)(C)C)[CH2:10]1)(C(C)(C)C)(C)C.[F-].C([N+](CCCC)(CCCC)CCCC)CCC. The catalyst is O1CCCC1. The product is [OH:8][C@@H:9]1[C@@:44]2([CH3:45])[C:13](=[CH:14][CH:15]=[C:16]3[C@@H:43]2[CH2:42][CH2:41][C@@:40]2([CH3:46])[C@H:17]3[CH2:18][CH:19]=[C:20]2[C@@H:21]([O:23][CH2:24][C:25]#[C:26][C:27]([CH2:38][CH3:39])([OH:30])[CH2:28][CH3:29])[CH3:22])[CH2:12][C@@H:11]([OH:47])[CH2:10]1. The yield is 0.960. (4) The reactants are [Br:1][C:2]1[CH:3]=[CH:4][C:5]([N+:24]([O-])=O)=[C:6]([NH:8][CH:9]2[CH2:14][CH2:13][N:12]([C@H:15]3[CH2:20][CH2:19][C@H:18]([O:21][CH2:22][CH3:23])[CH2:17][CH2:16]3)[CH2:11][CH2:10]2)[CH:7]=1.O.NN. The catalyst is C(O)C.[Ni]. The product is [Br:1][C:2]1[CH:7]=[C:6]([NH:8][CH:9]2[CH2:14][CH2:13][N:12]([C@H:15]3[CH2:20][CH2:19][C@H:18]([O:21][CH2:22][CH3:23])[CH2:17][CH2:16]3)[CH2:11][CH2:10]2)[C:5]([NH2:24])=[CH:4][CH:3]=1. The yield is 0.990.